This data is from Full USPTO retrosynthesis dataset with 1.9M reactions from patents (1976-2016). The task is: Predict the reactants needed to synthesize the given product. Given the product [Br:1][C:2]1[C:3]([C:18]([F:21])([F:19])[F:20])=[CH:4][C:5]([N:8]2[C:12](=[O:13])[C:11]([CH3:14])=[C:10]([O:15][CH3:16])[CH:9]2[OH:17])=[N:6][CH:7]=1, predict the reactants needed to synthesize it. The reactants are: [Br:1][C:2]1[C:3]([C:18]([F:21])([F:20])[F:19])=[CH:4][C:5]([N:8]2[C:12](=[O:13])[C:11]([CH3:14])=[C:10]([O:15][CH3:16])[C:9]2=[O:17])=[N:6][CH:7]=1.[BH4-].[Na+].Cl.